This data is from Full USPTO retrosynthesis dataset with 1.9M reactions from patents (1976-2016). The task is: Predict the reactants needed to synthesize the given product. (1) Given the product [Br:1][C:2]1[CH:3]=[CH:4][C:5]([O:24][CH2:28][C:27]2[CH:30]=[CH:31][C:32]([F:34])=[CH:33][C:26]=2[F:25])=[C:6]([C:8]2[CH2:12][CH2:11][CH2:10][C:9]=2[C:13]2[CH:14]=[C:15]([C:19]([OH:21])=[O:20])[N:16]=[N:17][CH:18]=2)[CH:7]=1, predict the reactants needed to synthesize it. The reactants are: [Br:1][C:2]1[CH:3]=[CH:4][C:5]([OH:24])=[C:6]([C:8]2[CH2:12][CH2:11][CH2:10][C:9]=2[C:13]2[CH:14]=[C:15]([C:19]([O:21]CC)=[O:20])[N:16]=[N:17][CH:18]=2)[CH:7]=1.[F:25][C:26]1[CH:33]=[C:32]([F:34])[CH:31]=[CH:30][C:27]=1[CH2:28]Br.C(=O)([O-])[O-].[K+].[K+]. (2) Given the product [Cl:3][C:4]1[CH:12]=[CH:11][C:7]([CH2:8][CH2:9][O:10][C:14]2[N:15]=[N:16][C:17]([I:20])=[CH:18][CH:19]=2)=[CH:6][CH:5]=1, predict the reactants needed to synthesize it. The reactants are: [H-].[Na+].[Cl:3][C:4]1[CH:12]=[CH:11][C:7]([CH2:8][CH2:9][OH:10])=[CH:6][CH:5]=1.Cl[C:14]1[N:15]=[N:16][C:17]([I:20])=[CH:18][CH:19]=1.